Dataset: Ames mutagenicity test results for genotoxicity prediction. Task: Regression/Classification. Given a drug SMILES string, predict its toxicity properties. Task type varies by dataset: regression for continuous values (e.g., LD50, hERG inhibition percentage) or binary classification for toxic/non-toxic outcomes (e.g., AMES mutagenicity, cardiotoxicity, hepatotoxicity). Dataset: ames. (1) The compound is Clc1nnc(Cl)c2ccccc12. The result is 0 (non-mutagenic). (2) The drug is CN(C)c1ccc(C(=C2C=CC(=N)C=C2)c2ccc(N(C)C)cc2)cc1. The result is 0 (non-mutagenic). (3) The compound is CC1(C)CC(N)CC(C)(CN)C1. The result is 0 (non-mutagenic). (4) The drug is CC(C)Nc1nc(Cl)nc(NC(C)C)n1. The result is 0 (non-mutagenic). (5) The molecule is Cc1cc(O)nc(S)n1. The result is 0 (non-mutagenic). (6) The molecule is O=C1COP(=O)(N(CCCl)CCCl)OC1. The result is 1 (mutagenic). (7) The drug is COC1=CC(=O)C[C@@H](C)[C@]12Oc1c(Cl)c(OC)cc(OC)c1C2=O. The result is 0 (non-mutagenic).